Dataset: Forward reaction prediction with 1.9M reactions from USPTO patents (1976-2016). Task: Predict the product of the given reaction. (1) Given the reactants [CH3:1][C:2]1[NH:6][C:5]([C:7]([O:9][CH2:10][CH3:11])=[O:8])=[CH:4][CH:3]=1.[Br:12]N1C(=O)CCC1=O, predict the reaction product. The product is: [Br:12][C:3]1[CH:4]=[C:5]([C:7]([O:9][CH2:10][CH3:11])=[O:8])[NH:6][C:2]=1[CH3:1]. (2) The product is: [CH:1]1([N:6]2[CH2:11][CH2:10][N:9]([C:12]([C:14]3[CH:15]=[C:16]4[C:20](=[CH:21][CH:22]=3)[NH:19][C:18]([C:23]([N:51]3[CH2:52][CH2:53][C:54]([F:56])([F:27])[CH2:55][CH2:50]3)=[O:25])=[CH:17]4)=[O:13])[CH2:8][CH2:7]2)[CH2:2][CH2:3][CH2:4][CH2:5]1. Given the reactants [CH:1]1([N:6]2[CH2:11][CH2:10][N:9]([C:12]([C:14]3[CH:15]=[C:16]4[C:20](=[CH:21][CH:22]=3)[NH:19][C:18]([C:23]([OH:25])=O)=[CH:17]4)=[O:13])[CH2:8][CH2:7]2)[CH2:5][CH2:4][CH2:3][CH2:2]1.Cl.[F:27][B-](F)(F)F.N1(OC(N(C)C)=[N+](C)C)C2C=CC=CC=2N=N1.F[CH:50]1[CH2:55][CH:54]([F:56])[CH2:53][CH2:52][NH:51]1.C(N(CC)C(C)C)(C)C, predict the reaction product. (3) Given the reactants C[O:2][C:3](=[O:29])[CH:4]([N:11]1[C:16](=[O:17])[CH:15]=[C:14]([CH2:18][C:19]2[CH:24]=[CH:23][CH:22]=[CH:21][C:20]=2[C:25]([F:28])([F:27])[F:26])[CH:13]=[N:12]1)[CH2:5][CH:6]1[CH2:10][CH2:9][CH2:8][CH2:7]1.[OH-].[Na+].O.Cl, predict the reaction product. The product is: [CH:6]1([CH2:5][CH:4]([N:11]2[C:16](=[O:17])[CH:15]=[C:14]([CH2:18][C:19]3[CH:24]=[CH:23][CH:22]=[CH:21][C:20]=3[C:25]([F:27])([F:28])[F:26])[CH:13]=[N:12]2)[C:3]([OH:29])=[O:2])[CH2:7][CH2:8][CH2:9][CH2:10]1. (4) Given the reactants [NH2:1][N:2]1[CH:6]=[CH:5][C:4]([Br:7])=[C:3]1[C:8]([NH:10][C:11]1[CH:16]=[CH:15][CH:14]=[CH:13][CH:12]=1)=[O:9].[C:17]([O:21][C:22]([NH:24][C@@H:25]([CH3:29])[C:26](O)=[O:27])=[O:23])([CH3:20])([CH3:19])[CH3:18], predict the reaction product. The product is: [Br:7][C:4]1[CH:5]=[CH:6][N:2]([NH:1][C:26](=[O:27])[C@@H:25]([NH:24][C:22](=[O:23])[O:21][C:17]([CH3:19])([CH3:18])[CH3:20])[CH3:29])[C:3]=1[C:8](=[O:9])[NH:10][C:11]1[CH:12]=[CH:13][CH:14]=[CH:15][CH:16]=1. (5) Given the reactants C[N:2]([CH3:20])/[CH:3]=[C:4](/[C:10](=[O:19])[C:11]1[CH:16]=[C:15]([I:17])[CH:14]=[CH:13][C:12]=1F)\[C:5]([O:7][CH2:8][CH3:9])=[O:6].[CH3:21][N:22]1[CH2:27][CH2:26][CH:25]([CH:28](N)C)[CH2:24][CH2:23]1.C(=O)([O-])[O-].[K+].[K+], predict the reaction product. The product is: [I:17][C:15]1[CH:16]=[C:11]2[C:12](=[CH:13][CH:14]=1)[N:2]([CH2:20][CH2:28][CH:25]1[CH2:26][CH2:27][N:22]([CH3:21])[CH2:23][CH2:24]1)[CH:3]=[C:4]([C:5]([O:7][CH2:8][CH3:9])=[O:6])[C:10]2=[O:19]. (6) Given the reactants [C:1]1([C:11]2[CH:35]=[CH:34][C:14]([C:15]([N:17]3[C:23]4[CH:24]=[CH:25][CH:26]=[CH:27][C:22]=4[CH2:21][N:20]4[C:28]([C:31](O)=[O:32])=[CH:29][CH:30]=[C:19]4[CH2:18]3)=[O:16])=[CH:13][CH:12]=2)[C:10]2[C:5](=[CH:6][CH:7]=[CH:8][CH:9]=2)[CH:4]=[CH:3][CH:2]=1.[NH:36]([CH2:40][CH2:41][OH:42])[CH2:37][CH2:38][OH:39], predict the reaction product. The product is: [OH:39][CH2:38][CH2:37][N:36]([CH2:40][CH2:41][OH:42])[C:31]([C:28]1[N:20]2[C:19]([CH2:18][N:17]([C:15](=[O:16])[C:14]3[CH:34]=[CH:35][C:11]([C:1]4[C:10]5[C:5](=[CH:6][CH:7]=[CH:8][CH:9]=5)[CH:4]=[CH:3][CH:2]=4)=[CH:12][CH:13]=3)[C:23]3[CH:24]=[CH:25][CH:26]=[CH:27][C:22]=3[CH2:21]2)=[CH:30][CH:29]=1)=[O:32].